Task: Binary Classification. Given a miRNA mature sequence and a target amino acid sequence, predict their likelihood of interaction.. Dataset: Experimentally validated miRNA-target interactions with 360,000+ pairs, plus equal number of negative samples (1) The miRNA is hsa-miR-4760-3p with sequence AAAUUCAUGUUCAAUCUAAACC. The protein sequence of the target gene is MKIITYFCIWAVAWAIPVPQSKPLERHVEKSMNLHLLARSNVSVQDELNASGTIKESGVLVHEGDRGRQENTQDGHKGEGNGSKWAEVGGKSFSTYSTLANEEGNIEGWNGDTGKAETYGHDGIHGKEENITANGIQGQVSIIDNAGATNRSNTNGNTDKNTQNGDVGDAGHNEDVAVVQEDGPQVAGSNNSTDNEDEIIENSCRNEGNTSEITPQINSKRNGTKEAEVTPGTGEDAGLDNSDGSPSGNGADEDEDEGSGDDEDEEAGNGKDSSNNSKGQEGQDHGKEDDHDSSIGQNSD.... Result: 1 (interaction). (2) The miRNA is hsa-miR-216a-3p with sequence UCACAGUGGUCUCUGGGAUUAU. The protein sequence of the target gene is MDYNRMSSFLEYPLCNRGPSAYSAPTSFPPCSAPAVDSYAGESRYGGGLPSSALQQNSGYPVQQPPSSLGVSFPSPAPSGYAPAACNPSYGPSQYYSVGQSEGDGSYFHPSSYGAQLGGLPDSYGAGGVGSGPYPPPQPPYGTEQTATFASAYDLLSEDKESPCSSEPSTLTPRTFDWMKVKRNPPKTAKVSELGLGAPGGLRTNFTTRQLTELEKEFHFNKYLSRARRVEIAATLELNETQVKIWFQNRRMKQKKREREGGRMPAGPPGCPKEAAGDASDQSACTSPEASPSSITS. Result: 0 (no interaction). (3) The miRNA is hsa-miR-6777-5p with sequence ACGGGGAGUCAGGCAGUGGUGGA. The protein sequence of the target gene is MRPWALAVTRWPPSAPVGQRRFSAGPGSTPGQLWGSPGLEGPLASPPARDERLPSQQPPSRPPHLPVEERRASAPAGGSPRMLHPATQQSPFMVDLHEQVHQGPVPLSYTVTTVTTQGFPLPTGQHIPGCSAQQLPACSVMFSGQHYPLCCLPPPLIQACTMQQLPVPYQAYPHLISSDHYILHPPPPAPPPQPTHMAPLGQFVSLQTQHPRMPLQRLDNDVDLRGDQPSLGSFTYSTSAPGPALSPSVPLHYLPHDPLHQELSFGVPYSHMMPRRLSTQRYRLQQPLPPPPPPPPPPPY.... Result: 0 (no interaction).